From a dataset of Forward reaction prediction with 1.9M reactions from USPTO patents (1976-2016). Predict the product of the given reaction. (1) Given the reactants [OH:1][C:2]([C@H:4]([C:6]1[CH:15]=[CH:14][C:9]([CH2:10][CH:11]([CH3:13])[CH3:12])=[CH:8][CH:7]=1)[CH3:5])=[O:3].[CH3:16][C:17]12[CH2:26][C:24]3([NH2:27])[CH2:25][CH:19]([CH2:20][C:21]([CH3:28])([CH2:23]3)[CH2:22]1)[CH2:18]2, predict the reaction product. The product is: [CH3:28][C:21]12[CH2:23][C:24]3([NH2:27])[CH2:25][CH:19]([CH2:18][C:17]([CH3:16])([CH2:26]3)[CH2:22]1)[CH2:20]2.[OH:3][C:2]([C@H:4]([C:6]1[CH:7]=[CH:8][C:9]([CH2:10][CH:11]([CH3:12])[CH3:13])=[CH:14][CH:15]=1)[CH3:5])=[O:1]. (2) Given the reactants N#N.[CH3:3][C:4]1([C:9]2[N:14]=[C:13]([CH2:15]OS(C)(=O)=O)[CH:12]=[CH:11][CH:10]=2)[O:8][CH2:7][CH2:6][O:5]1.[N+:21]([C:24]1[CH:25]=[N:26][NH:27][CH:28]=1)([O-:23])=[O:22].C([O-])([O-])=O.[K+].[K+].[I-], predict the reaction product. The product is: [CH3:3][C:4]1([C:9]2[CH:10]=[CH:11][CH:12]=[C:13]([CH2:15][N:26]3[CH:25]=[C:24]([N+:21]([O-:23])=[O:22])[CH:28]=[N:27]3)[N:14]=2)[O:5][CH2:6][CH2:7][O:8]1. (3) Given the reactants [CH3:1][O:2][C:3]1[CH:4]=[C:5]([O:21][C:22]2[CH:23]=[N:24][C:25]([S:28]([CH3:31])(=[O:30])=[O:29])=[CH:26][CH:27]=2)[CH:6]=[C:7]2[C:11]=1[NH:10][C:9]([C:12]1[S:13][CH:14]([CH2:17][C:18](O)=[O:19])[CH2:15][N:16]=1)=[CH:8]2.Cl.[CH2:33]([N:35]=C=NCCCN(C)C)[CH3:34].ON1C2C=CC=CC=2N=N1.C(N)C, predict the reaction product. The product is: [CH2:33]([NH:35][C:18](=[O:19])[CH2:17][CH:14]1[S:13][C:12]([C:9]2[NH:10][C:11]3[C:7]([CH:8]=2)=[CH:6][C:5]([O:21][C:22]2[CH:23]=[N:24][C:25]([S:28]([CH3:31])(=[O:30])=[O:29])=[CH:26][CH:27]=2)=[CH:4][C:3]=3[O:2][CH3:1])=[N:16][CH2:15]1)[CH3:34]. (4) The product is: [CH2:15]([NH:22][C@H:23]1[CH2:24][O:25][C@@H:26]2[C@@H:30]([O:8][C:5]3[CH:6]=[CH:7][C:2]([F:1])=[CH:3][CH:4]=3)[CH2:29][O:28][C@H:27]12)[C:16]1[CH:17]=[CH:18][CH:19]=[CH:20][CH:21]=1. Given the reactants [F:1][C:2]1[CH:7]=[CH:6][C:5]([OH:8])=[CH:4][CH:3]=1.CC(C)([O-])C.[K+].[CH2:15]([NH:22][C@@H:23]1[C@H:27]2[O:28][CH2:29][C@@H:30](OS(C3C=CC(C)=CC=3)(=O)=O)[C@H:26]2[O:25][CH2:24]1)[C:16]1[CH:21]=[CH:20][CH:19]=[CH:18][CH:17]=1, predict the reaction product. (5) Given the reactants Cl[CH2:2][CH2:3][C:4]1[CH:9]=[CH:8][C:7]([O:10][CH3:11])=[CH:6][CH:5]=1.O.[NH2:13][NH2:14], predict the reaction product. The product is: [CH3:11][O:10][C:7]1[CH:8]=[CH:9][C:4]([CH2:3][CH2:2][NH:13][NH2:14])=[CH:5][CH:6]=1. (6) Given the reactants [Si:1]([O:8][C@H:9]1[C@H:13]2[O:14][CH2:15][C@@H:16]([O:17][C:18]3[N:40]([CH2:41][O:42][CH2:43][CH2:44][Si:45]([CH3:48])([CH3:47])[CH3:46])[C:21]4=[N:22][C:23]([C:27]5[CH:32]=[CH:31][C:30]([C@H:33]6[CH2:38][CH2:37][C@H:36]([OH:39])[CH2:35][CH2:34]6)=[CH:29][CH:28]=5)=[C:24]([Cl:26])[CH:25]=[C:20]4[N:19]=3)[C@H:12]2[O:11][CH2:10]1)([C:4]([CH3:7])([CH3:6])[CH3:5])([CH3:3])[CH3:2].[N:49]1([C:55](Cl)=[O:56])[CH2:54][CH2:53][O:52][CH2:51][CH2:50]1, predict the reaction product. The product is: [N:49]1([C:55]([O:39][C@H:36]2[CH2:37][CH2:38][C@H:33]([C:30]3[CH:31]=[CH:32][C:27]([C:23]4[N:22]=[C:21]5[N:40]([CH2:41][O:42][CH2:43][CH2:44][Si:45]([CH3:48])([CH3:47])[CH3:46])[C:18]([O:17][C@@H:16]6[CH2:15][O:14][C@@H:13]7[C@H:9]([O:8][Si:1]([C:4]([CH3:6])([CH3:7])[CH3:5])([CH3:3])[CH3:2])[CH2:10][O:11][C@H:12]67)=[N:19][C:20]5=[CH:25][C:24]=4[Cl:26])=[CH:28][CH:29]=3)[CH2:34][CH2:35]2)=[O:56])[CH2:54][CH2:53][O:52][CH2:51][CH2:50]1. (7) Given the reactants [CH3:1][N:2]([N:4]=[CH:5][C:6]1[CH:11]=[CH:10][C:9]([CH2:12][N:13]2[CH2:18][CH2:17][N:16]([S:19]([C:22]3[S:26][C:25]4[CH:27]=[C:28]([Cl:31])[CH:29]=[CH:30][C:24]=4[CH:23]=3)(=[O:21])=[O:20])[CH:15]([CH2:32][C:33]([O:35]CC)=[O:34])[C:14]2=[O:38])=[CH:8][CH:7]=1)[CH3:3].[Li+].[OH-], predict the reaction product. The product is: [CH3:1][N:2]([N:4]=[CH:5][C:6]1[CH:11]=[CH:10][C:9]([CH2:12][N:13]2[CH2:18][CH2:17][N:16]([S:19]([C:22]3[S:26][C:25]4[CH:27]=[C:28]([Cl:31])[CH:29]=[CH:30][C:24]=4[CH:23]=3)(=[O:21])=[O:20])[CH:15]([CH2:32][C:33]([OH:35])=[O:34])[C:14]2=[O:38])=[CH:8][CH:7]=1)[CH3:3]. (8) Given the reactants [F:1][C:2]1[CH:3]=[C:4]([C:11]([N:13]2[CH2:18][CH2:17][O:16][C:15]3[CH:19]=[CH:20][N:21]=[CH:22][C:14]2=3)=[O:12])[CH:5]=[C:6]([F:10])[C:7]=1[O:8]C.[Br-].[Li+].N1CCNCC1.Cl, predict the reaction product. The product is: [F:1][C:2]1[CH:3]=[C:4]([C:11]([N:13]2[CH2:18][CH2:17][O:16][C:15]3[CH:19]=[CH:20][N:21]=[CH:22][C:14]2=3)=[O:12])[CH:5]=[C:6]([F:10])[C:7]=1[OH:8].[O:16]1[CH2:17][CH2:18][N:13]([CH:11]=[O:12])[C:14]2[CH:22]=[N:21][CH:20]=[CH:19][C:15]1=2. (9) Given the reactants C(OC([NH:8][C@@H:9]([CH2:42][C:43]1[CH:48]=[CH:47][CH:46]=[CH:45][CH:44]=1)[CH2:10][C@@H:11]1[O:15]C(C)(C)[N:13]([C:18]([O:20][CH2:21][C:22]2[CH:27]=[CH:26][CH:25]=[CH:24][CH:23]=2)=[O:19])[C@H:12]1[CH2:28][C:29]1[CH:34]=[CH:33][C:32]([C:35]2[CH:40]=[CH:39][C:38]([CH3:41])=[CH:37][N:36]=2)=[CH:31][CH:30]=1)=O)(C)(C)C.CO.Cl, predict the reaction product. The product is: [NH2:8][C@@H:9]([CH2:42][C:43]1[CH:44]=[CH:45][CH:46]=[CH:47][CH:48]=1)[CH2:10][C@H:11]([OH:15])[C@@H:12]([NH:13][C:18](=[O:19])[O:20][CH2:21][C:22]1[CH:23]=[CH:24][CH:25]=[CH:26][CH:27]=1)[CH2:28][C:29]1[CH:30]=[CH:31][C:32]([C:35]2[CH:40]=[CH:39][C:38]([CH3:41])=[CH:37][N:36]=2)=[CH:33][CH:34]=1.